From a dataset of Reaction yield outcomes from USPTO patents with 853,638 reactions. Predict the reaction yield, written as a fraction of the theoretical maximum amount of product (1.0 means a 100% yield; for example, 0.34 means a 34% yield). (1) The reactants are [C:1]([O:4][C@@H:5]1[CH2:9][N:8]([C:10]([O:12][C:13]([CH3:16])([CH3:15])[CH3:14])=[O:11])[C@H:7]([CH2:17][OH:18])[CH2:6]1)(=[O:3])[CH3:2].[CH3:19][O:20][C:21](=[O:29])[C:22]1[CH:27]=[CH:26][C:25](O)=[CH:24][CH:23]=1.C1C=CC(P(C2C=CC=CC=2)C2C=CC=CC=2)=CC=1.CC(OC(/N=N/C(OC(C)C)=O)=O)C. The yield is 0.810. The product is [C:1]([O:4][C@@H:5]1[CH2:9][N:8]([C:10]([O:12][C:13]([CH3:14])([CH3:16])[CH3:15])=[O:11])[C@H:7]([CH2:17][O:18][C:25]2[CH:26]=[CH:27][C:22]([C:21]([O:20][CH3:19])=[O:29])=[CH:23][CH:24]=2)[CH2:6]1)(=[O:3])[CH3:2]. The catalyst is C1COCC1. (2) The reactants are O1C2C=CC([C:10]3([C:13]([NH:15][C:16]4[CH:21]=[CH:20][C:19]([CH3:22])=[C:18](Br)[CH:17]=4)=[O:14])[CH2:12][CH2:11]3)=CC=2OC1.[CH3:24][C:25]1([CH3:41])[C:29]([CH3:31])([CH3:30])[O:28][B:27]([B:27]2[O:28][C:29]([CH3:31])([CH3:30])[C:25]([CH3:41])([CH3:24])[O:26]2)[O:26]1.CC([O-])=O.[K+]. The catalyst is C1C=CC(P(C2C=CC=CC=2)[C-]2C=CC=C2)=CC=1.C1C=CC(P(C2C=CC=CC=2)[C-]2C=CC=C2)=CC=1.Cl[Pd]Cl.[Fe+2].CN(C=O)C. The product is [CH3:22][C:19]1[CH:20]=[CH:21][C:16]([NH:15][C:13]([CH:10]2[CH2:11][CH2:12]2)=[O:14])=[CH:17][C:18]=1[B:27]1[O:28][C:29]([CH3:31])([CH3:30])[C:25]([CH3:41])([CH3:24])[O:26]1. The yield is 0.270. (3) The catalyst is C1(C)C=CC=CC=1.ClCCl.C1(N)CCCC1.Cl[Pd](Cl)([P](C1C=CC=CC=1)(C1C=CC=CC=1)C1C=CC=CC=1)[P](C1C=CC=CC=1)(C1C=CC=CC=1)C1C=CC=CC=1.O.C(OCC)(=O)C. The reactants are [CH:1]1([NH:6][C:7]2[N:12]3[N:13]=[C:14]([C:17]4[CH:22]=[CH:21][CH:20]=[CH:19][CH:18]=4)[C:15](I)=[C:11]3[N:10]=[CH:9][N:8]=2)[CH2:5][CH2:4][CH2:3][CH2:2]1.CSC1N=C([Sn](CCCC)(CCCC)CCCC)C=CN=1.[CH:44]1([NH:49][C:50]2[N:55]3N=C(C4C=CC=CC=4)[C:58]([C:59]4C=CN=C(SC)[N:60]=4)=[C:54]3N=CN=2)[CH2:48][CH2:47][CH2:46][CH2:45]1.C1(NC2N3N=C(C4C=CC=CC=4)C=C3N=CN=2)CCCC1.ClC1C=C(C=CC=1)C(OO)=O.C(=O)([O-])[O-].[K+].[K+]. The product is [CH:1]1([NH:6][C:7]2[N:12]3[N:13]=[C:14]([C:17]4[CH:22]=[CH:21][CH:20]=[CH:19][CH:18]=4)[C:15]([C:59]4[CH:58]=[CH:54][N:55]=[C:50]([NH:49][CH:44]5[CH2:45][CH2:46][CH2:47][CH2:48]5)[N:60]=4)=[C:11]3[N:10]=[CH:9][N:8]=2)[CH2:5][CH2:4][CH2:3][CH2:2]1. The yield is 0.230. (4) The reactants are C(NC(C)C)(C)C.C([Li])CCC.C(N(CC)[C:16](=[O:31])[C:17]1[CH:22]=[CH:21][C:20]([F:23])=[CH:19][C:18]=1[C:24]1[C:29]([CH3:30])=[CH:28][CH:27]=[CH:26][N:25]=1)C. The catalyst is C1COCC1. The product is [F:23][C:20]1[CH:21]=[CH:22][C:17]2[C:16](=[O:31])[CH2:30][C:29]3[CH:28]=[CH:27][CH:26]=[N:25][C:24]=3[C:18]=2[CH:19]=1. The yield is 0.990.